Dataset: Full USPTO retrosynthesis dataset with 1.9M reactions from patents (1976-2016). Task: Predict the reactants needed to synthesize the given product. Given the product [F:1][C:2]1[CH:3]=[C:4]2[C:8](=[CH:9][CH:10]=1)[N:7]([CH3:15])[CH:6]=[C:5]2[CH3:11], predict the reactants needed to synthesize it. The reactants are: [F:1][C:2]1[CH:3]=[C:4]2[C:8](=[CH:9][CH:10]=1)[NH:7][CH:6]=[C:5]2[CH3:11].[OH-].[K+].I[CH3:15].